Dataset: Forward reaction prediction with 1.9M reactions from USPTO patents (1976-2016). Task: Predict the product of the given reaction. (1) Given the reactants [Cl:1][C:2]1[CH:3]=[C:4]([CH2:9][CH2:10][NH2:11])[CH:5]=[CH:6][C:7]=1[Cl:8].[CH:12](=O)[CH2:13][CH2:14][CH3:15], predict the reaction product. The product is: [Cl:1][C:2]1[CH:3]=[C:4]([CH:5]=[CH:6][C:7]=1[Cl:8])[CH2:9][CH2:10][NH:11][CH2:12][CH2:13][CH2:14][CH3:15]. (2) Given the reactants [CH3:1][C:2]([CH3:29])([CH3:28])[C:3]([O:5][NH:6][C@H:7]([C:25]([OH:27])=[O:26])[CH2:8][S:9][C:10]1[C:15]([N+:16]([O-])=O)=[CH:14][CH:13]=[CH:12][C:11]=1[C:19]1[CH:24]=[CH:23][CH:22]=[CH:21][CH:20]=1)=[O:4], predict the reaction product. The product is: [NH2:16][C:15]1[C:10]([S:9][CH2:8][C@@H:7]([C:25]([OH:27])=[O:26])[NH:6][O:5][C:3](=[O:4])[C:2]([CH3:28])([CH3:29])[CH3:1])=[C:11]([C:19]2[CH:20]=[CH:21][CH:22]=[CH:23][CH:24]=2)[CH:12]=[CH:13][CH:14]=1. (3) Given the reactants [N+:1]([C:4]1[C:5]([C:11]([C:13]2[C:14]([CH3:20])=[N:15][CH:16]=[CH:17][C:18]=2[CH3:19])=[O:12])=[N:6][CH:7]=[C:8]([Cl:10])[CH:9]=1)([O-])=O, predict the reaction product. The product is: [NH2:1][C:4]1[C:5]([C:11]([C:13]2[C:14]([CH3:20])=[N:15][CH:16]=[CH:17][C:18]=2[CH3:19])=[O:12])=[N:6][CH:7]=[C:8]([Cl:10])[CH:9]=1. (4) The product is: [Br:1][C:2]1[C:7]([OH:8])=[CH:6][CH:5]=[CH:4][C:3]=1[C:10]([CH3:34])([CH3:33])[CH2:11][C:12]([OH:32])([C:28]([F:29])([F:30])[F:31])[C:13]([NH:15][C:16]1[CH:17]=[CH:18][C:19]2[C:24](=[O:25])[O:23][N:22]=[C:21]([CH3:26])[C:20]=2[CH:27]=1)=[O:14]. Given the reactants [Br:1][C:2]1[C:7]([O:8]C)=[CH:6][CH:5]=[CH:4][C:3]=1[C:10]([CH3:34])([CH3:33])[CH2:11][C:12]([OH:32])([C:28]([F:31])([F:30])[F:29])[C:13]([NH:15][C:16]1[CH:17]=[CH:18][C:19]2[C:24](=[O:25])[O:23][N:22]=[C:21]([CH3:26])[C:20]=2[CH:27]=1)=[O:14], predict the reaction product.